This data is from Catalyst prediction with 721,799 reactions and 888 catalyst types from USPTO. The task is: Predict which catalyst facilitates the given reaction. Reactant: [N+:1]([C:4]1[CH:5]=[C:6]([CH3:12])[CH:7]=[CH:8][C:9]=1[C:10]#N)([O-:3])=[O:2].[CH3:13][N:14]([CH:16]=O)[CH3:15].C[NH:19]C.CN(C)C=O. Product: [CH3:13][N:14]([CH3:16])[CH:15]=[CH:10][C:9]1[CH:8]=[CH:7][C:6]([C:12]#[N:19])=[CH:5][C:4]=1[N+:1]([O-:3])=[O:2]. The catalyst class is: 6.